This data is from Reaction yield outcomes from USPTO patents with 853,638 reactions. The task is: Predict the reaction yield, written as a fraction of the theoretical maximum amount of product (1.0 means a 100% yield; for example, 0.34 means a 34% yield). (1) The reactants are Br[C:2]1[C:10]2[C:5](=[CH:6][CH:7]=[C:8]([C:11]#[N:12])[CH:9]=2)[N:4]([CH:13]2[CH2:18][CH2:17][CH2:16][CH2:15][O:14]2)[N:3]=1.P([O-])([O-])([O-])=O.[K+].[K+].[K+].ClCCl.[O:30]1[C:34](B(O)O)=[CH:33][C:32]2[CH:38]=[CH:39][CH:40]=[CH:41][C:31]1=2. The catalyst is C1C=CC(P(C2C=CC=CC=2)[C-]2C=CC=C2)=CC=1.C1C=CC(P(C2C=CC=CC=2)[C-]2C=CC=C2)=CC=1.Cl[Pd]Cl.[Fe+2]. The product is [O:30]1[C:34]([C:2]2[C:10]3[C:5](=[CH:6][CH:7]=[C:8]([C:11]#[N:12])[CH:9]=3)[N:4]([CH:13]3[CH2:18][CH2:17][CH2:16][CH2:15][O:14]3)[N:3]=2)=[CH:33][C:32]2[CH:38]=[CH:39][CH:40]=[CH:41][C:31]1=2. The yield is 0.620. (2) The reactants are N([CH2:4][C:5]1[CH:10]=[C:9]([Cl:11])[CH:8]=[CH:7][C:6]=1[C:12]1[N:16]([C:17]([C:30]2[CH:35]=[CH:34][CH:33]=[CH:32][CH:31]=2)([C:24]2[CH:29]=[CH:28][CH:27]=[CH:26][CH:25]=2)[C:18]2[CH:23]=[CH:22][CH:21]=[CH:20][CH:19]=2)[N:15]=[N:14][N:13]=1)=[N+]=[N-].C1C(=O)N([Br:43])C(=O)C1.C(OOC(=O)C1C=CC=CC=1)(=O)C1C=CC=CC=1. The catalyst is C(Cl)(Cl)Cl. The product is [Br:43][CH2:4][C:5]1[CH:10]=[C:9]([Cl:11])[CH:8]=[CH:7][C:6]=1[C:12]1[N:16]([C:17]([C:30]2[CH:35]=[CH:34][CH:33]=[CH:32][CH:31]=2)([C:24]2[CH:29]=[CH:28][CH:27]=[CH:26][CH:25]=2)[C:18]2[CH:23]=[CH:22][CH:21]=[CH:20][CH:19]=2)[N:15]=[N:14][N:13]=1. The yield is 0.741. (3) The reactants are [C:1](OC(N1CCC(O)CC1)=O)([CH3:4])([CH3:3])[CH3:2].[C:15](=[O:18])([O-:17])[O-:16].[Cs+].[Cs+].C[N:22](C=O)C. The catalyst is FC1C=CC(C(F)(F)F)=CC=1. The product is [C:15]([O:17][NH2:22])([O:16][C:1]([CH3:4])([CH3:3])[CH3:2])=[O:18]. The yield is 0.810. (4) The reactants are [Br:1][C:2]1[CH:3]=[CH:4][C:5]([OH:11])=[C:6]([C:8](=[O:10])[CH3:9])[CH:7]=1.N1CCCC1.[C:17]1(=O)[CH2:22][CH2:21][CH2:20][CH2:19][CH2:18]1. The catalyst is CO. The product is [Br:1][C:2]1[CH:7]=[C:6]2[C:5](=[CH:4][CH:3]=1)[O:11][C:17]1([CH2:22][CH2:21][CH2:20][CH2:19][CH2:18]1)[CH2:9][C:8]2=[O:10]. The yield is 1.00. (5) The reactants are [C:1]([O:4][C@@H:5]1[C@@H:10]([O:11][C:12](=[O:14])[CH3:13])[C@H:9]([C:15]2[CH:20]=[CH:19][C:18]([Cl:21])=[C:17]([CH2:22][C:23]3[CH:28]=[CH:27][C:26]([O:29][CH2:30][CH3:31])=[CH:25][CH:24]=3)[CH:16]=2)[O:8][CH:7](O)[C@H:6]1[O:33][C:34](=[O:36])[CH3:35])(=[O:3])[CH3:2].Cl.[NH2:38][OH:39].C1CCN2C(=NCCC2)CC1.ClN1C(=O)CCC1=O. The catalyst is N1C=CC=CC=1.CCOC(C)=O. The product is [C:1]([O:4][C@@H:5]1[C@@H:10]([O:11][C:12](=[O:14])[CH3:13])[C@H:9]([C:15]2[CH:20]=[CH:19][C:18]([Cl:21])=[C:17]([CH2:22][C:23]3[CH:28]=[CH:27][C:26]([O:29][CH2:30][CH3:31])=[CH:25][CH:24]=3)[CH:16]=2)[O:8]/[C:7](=[N:38]\[OH:39])/[C@H:6]1[O:33][C:34](=[O:36])[CH3:35])(=[O:3])[CH3:2]. The yield is 0.670. (6) The reactants are Br[C:2]1[CH:7]=[CH:6][N:5]=[C:4]([NH:8][CH:9]([C:11]2[CH:16]=[CH:15][CH:14]=[CH:13][CH:12]=2)[CH3:10])[CH:3]=1.[B:17]1([B:17]2[O:21][C:20]([CH3:23])([CH3:22])[C:19]([CH3:25])([CH3:24])[O:18]2)[O:21][C:20]([CH3:23])([CH3:22])[C:19]([CH3:25])([CH3:24])[O:18]1.C([O-])(=O)C.[K+].O1CCOCC1. The catalyst is C(OCC)(=O)C.C1C=CC(P(C2C=CC=CC=2)[C-]2C=CC=C2)=CC=1.C1C=CC(P(C2C=CC=CC=2)[C-]2C=CC=C2)=CC=1.Cl[Pd]Cl.[Fe+2]. The product is [C:11]1([CH:9]([NH:8][C:4]2[CH:3]=[C:2]([B:17]3[O:21][C:20]([CH3:23])([CH3:22])[C:19]([CH3:25])([CH3:24])[O:18]3)[CH:7]=[CH:6][N:5]=2)[CH3:10])[CH:16]=[CH:15][CH:14]=[CH:13][CH:12]=1. The yield is 1.00. (7) The reactants are [F:1][C:2]1[CH:23]=[CH:22][C:5]([CH2:6][CH2:7][C:8]2[S:9][C:10]3[N:11]=[C:12]([NH2:21])[N:13]=[C:14](S(C)(=O)=O)[C:15]=3[N:16]=2)=[CH:4][CH:3]=1.C(N(CC)CC)C.[Cl:31][C:32]1[CH:47]=[CH:46][C:35]([O:36][CH2:37][C:38]([N:40]2[CH2:45][CH2:44][NH:43][CH2:42][CH2:41]2)=[O:39])=[CH:34][CH:33]=1. The catalyst is O1CCOCC1. The product is [NH2:21][C:12]1[N:13]=[C:14]([N:43]2[CH2:44][CH2:45][N:40]([C:38](=[O:39])[CH2:37][O:36][C:35]3[CH:46]=[CH:47][C:32]([Cl:31])=[CH:33][CH:34]=3)[CH2:41][CH2:42]2)[C:15]2[N:16]=[C:8]([CH2:7][CH2:6][C:5]3[CH:22]=[CH:23][C:2]([F:1])=[CH:3][CH:4]=3)[S:9][C:10]=2[N:11]=1. The yield is 0.850. (8) The reactants are COC(=O)[C:4]1[CH:9]=[CH:8][C:7]([Br:10])=[CH:6][C:5]=1[CH3:11].[CH3:13][Mg]Br.Cl.C([O:19][CH2:20][CH3:21])C. No catalyst specified. The product is [Br:10][C:7]1[CH:8]=[CH:9][C:4]([C:20]([OH:19])([CH3:21])[CH3:13])=[C:5]([CH3:11])[CH:6]=1. The yield is 0.720.